From a dataset of hERG Central: cardiac toxicity at 1µM, 10µM, and general inhibition. Predict hERG channel inhibition at various concentrations. (1) The molecule is O=C(c1ccc2nc3ccccc3c(=O)n2c1)N1CCN(Cc2ccc3c(c2)OCO3)CC1. Results: hERG_inhib (hERG inhibition (general)): blocker. (2) The molecule is Cc1cccc(C)c1OCC(O)CN1CCc2ccccc2C1.Cl. Results: hERG_inhib (hERG inhibition (general)): blocker. (3) The drug is Cc1ccc2c(C)c(C(=O)N3CCC(N4CCC(C(=O)NC5CC5)CC4)CC3)oc2c1. Results: hERG_inhib (hERG inhibition (general)): blocker. (4) The compound is CN(CC(=O)Nc1ccc(Cl)c(C(F)(F)F)c1)C(=O)CCN1C(=O)C2CCCCC2C1=O. Results: hERG_inhib (hERG inhibition (general)): blocker. (5) The molecule is O=C(CN1CCC(c2nc3ccccc3[nH]2)CC1)Nc1ccc2c(c1)OCO2. Results: hERG_inhib (hERG inhibition (general)): blocker.